Task: Regression. Given two drug SMILES strings and cell line genomic features, predict the synergy score measuring deviation from expected non-interaction effect.. Dataset: NCI-60 drug combinations with 297,098 pairs across 59 cell lines (1) Drug 1: CC12CCC3C(C1CCC2=O)CC(=C)C4=CC(=O)C=CC34C. Drug 2: CC(C)(C#N)C1=CC(=CC(=C1)CN2C=NC=N2)C(C)(C)C#N. Cell line: MCF7. Synergy scores: CSS=9.90, Synergy_ZIP=-6.88, Synergy_Bliss=-4.72, Synergy_Loewe=-4.47, Synergy_HSA=-4.74. (2) Cell line: EKVX. Drug 1: C(=O)(N)NO. Drug 2: C1CC(=O)NC(=O)C1N2C(=O)C3=CC=CC=C3C2=O. Synergy scores: CSS=-0.917, Synergy_ZIP=1.49, Synergy_Bliss=-0.754, Synergy_Loewe=-1.61, Synergy_HSA=-3.07. (3) Drug 1: CC(C)CN1C=NC2=C1C3=CC=CC=C3N=C2N. Drug 2: N.N.Cl[Pt+2]Cl. Cell line: OVCAR-8. Synergy scores: CSS=24.8, Synergy_ZIP=-12.2, Synergy_Bliss=-3.51, Synergy_Loewe=-1.83, Synergy_HSA=-1.92.